This data is from NCI-60 drug combinations with 297,098 pairs across 59 cell lines. The task is: Regression. Given two drug SMILES strings and cell line genomic features, predict the synergy score measuring deviation from expected non-interaction effect. (1) Drug 1: CCCS(=O)(=O)NC1=C(C(=C(C=C1)F)C(=O)C2=CNC3=C2C=C(C=N3)C4=CC=C(C=C4)Cl)F. Drug 2: C1CC(=O)NC(=O)C1N2CC3=C(C2=O)C=CC=C3N. Cell line: SK-MEL-28. Synergy scores: CSS=36.1, Synergy_ZIP=2.43, Synergy_Bliss=3.18, Synergy_Loewe=-26.2, Synergy_HSA=2.97. (2) Cell line: K-562. Synergy scores: CSS=21.6, Synergy_ZIP=-10.7, Synergy_Bliss=-9.84, Synergy_Loewe=-19.2, Synergy_HSA=-4.31. Drug 2: C(CCl)NC(=O)N(CCCl)N=O. Drug 1: CC1CCC2CC(C(=CC=CC=CC(CC(C(=O)C(C(C(=CC(C(=O)CC(OC(=O)C3CCCCN3C(=O)C(=O)C1(O2)O)C(C)CC4CCC(C(C4)OC)OCCO)C)C)O)OC)C)C)C)OC.